This data is from Forward reaction prediction with 1.9M reactions from USPTO patents (1976-2016). The task is: Predict the product of the given reaction. (1) Given the reactants C(OCC(O)=O)(C)(C)C.FC(C1N=NC(OC)=CC=1)(F)C.C([O:26][CH2:27][C:28]1[CH:33]=[C:32]([C:34]([F:37])([F:36])[CH3:35])[N:31]=[N:30][C:29]=1[O:38][CH3:39])(C)(C)C, predict the reaction product. The product is: [F:36][C:34]([C:32]1[N:31]=[N:30][C:29]([O:38][CH3:39])=[C:28]([CH2:27][OH:26])[CH:33]=1)([F:37])[CH3:35]. (2) The product is: [Br:1][C:2]1[CH:3]=[C:4]([CH:8]=[C:9]([C:24]#[C:23][CH2:22][O:21][CH3:20])[C:10]=1[CH3:11])[C:5]([OH:7])=[O:6]. Given the reactants [Br:1][C:2]1[CH:3]=[C:4]([CH:8]=[C:9](I)[C:10]=1[CH3:11])[C:5]([OH:7])=[O:6].C(N(CC)CC)C.[CH3:20][O:21][CH2:22][C:23]#[CH:24], predict the reaction product.